From a dataset of Full USPTO retrosynthesis dataset with 1.9M reactions from patents (1976-2016). Predict the reactants needed to synthesize the given product. (1) Given the product [NH2:68][C:65]([CH3:69])([CH2:64][CH2:63][F:62])[CH2:66][NH:67][C:15]([C:14]1[C:13]([CH3:18])=[N:12][N:11]2[C:6]([O:5][CH2:4][C:3]3[C:22]([F:26])=[CH:23][CH:24]=[CH:25][C:2]=3[F:1])=[CH:7][C:8]([CH3:21])=[CH:9][C:10]=12)=[O:16], predict the reactants needed to synthesize it. The reactants are: [F:1][C:2]1[CH:25]=[CH:24][CH:23]=[C:22]([F:26])[C:3]=1[CH2:4][O:5][C:6]1[N:11]2[N:12]=[C:13]([CH2:18]CC)[C:14]([C:15](O)=[O:16])=[C:10]2[CH:9]=[C:8]([CH3:21])[CH:7]=1.CN(C(ON1N=NC2C=CC=NC1=2)=[N+](C)C)C.F[P-](F)(F)(F)(F)F.C(N(CC)C(C)C)(C)C.Cl.Cl.[F:62][CH2:63][CH2:64][C:65]([CH3:69])([NH2:68])[CH2:66][NH2:67].C(O)(C(F)(F)F)=O. (2) Given the product [Cl:30][C:31]1[CH:36]=[CH:35][CH:34]=[CH:33][C:32]=1[CH:37]1[C:42]([C:43]#[N:44])=[C:41]([CH2:45][O:46][Si:47]([C:50]([CH3:51])([CH3:52])[CH3:53])([CH3:49])[CH3:48])[NH:40][C:39]2=[N:54][NH:55][CH:56]=[C:38]12.[Cl:30][C:31]1[CH:36]=[CH:35][CH:34]=[CH:33][C:32]=1[CH:37]1[C:42]([C:43]#[N:44])=[C:41]([CH2:45][OH:46])[NH:40][C:39]2=[N:54][NH:55][CH:56]=[C:38]12, predict the reactants needed to synthesize it. The reactants are: [Si](OCC(OCC)=O)(C(C)(C)C)(C)C.ClC1C=CC=CC=1C=O.NC1C=CNN=1.[Cl:30][C:31]1[CH:36]=[CH:35][CH:34]=[CH:33][C:32]=1[CH:37]1[C:42]([C:43]#[N:44])=[C:41]([CH2:45][O:46][Si:47]([C:50]([CH3:53])([CH3:52])[CH3:51])([CH3:49])[CH3:48])[NH:40][C:39]2=[N:54][NH:55][CH:56]=[C:38]12.[F-].C([N+](CCCC)(CCCC)CCCC)CCC. (3) The reactants are: [CH3:1][O:2][C:3]1[CH:8]=[C:7]([O:9][C:10]2[CH:11]=[CH:12][C:13]([N+:18]([O-])=O)=[C:14]([CH:17]=2)[NH:15][CH3:16])[CH:6]=[CH:5][N:4]=1.[Cl-].[NH4+].C(O)C. Given the product [CH3:1][O:2][C:3]1[CH:8]=[C:7]([O:9][C:10]2[CH:17]=[C:14]([NH:15][CH3:16])[C:13]([NH2:18])=[CH:12][CH:11]=2)[CH:6]=[CH:5][N:4]=1, predict the reactants needed to synthesize it. (4) Given the product [CH3:6][CH:5]([CH3:7])[O-:4].[Al+3:14].[CH3:6][CH:5]([CH3:7])[O-:4].[CH3:6][CH:5]([CH3:7])[O-:4], predict the reactants needed to synthesize it. The reactants are: [CH3:6][CH:5]([OH:4])[CH2:7][O:4][CH:5]([CH2:7][O:4][CH:5]([CH2:7]O)[CH3:6])[CH3:6].[Al:14]. (5) Given the product [Cl:41][C:28]1[CH:27]=[CH:26][C:25]([NH:24][C:2]([CH3:23])([C:3](=[O:4])[NH:5][C:6]2[S:7][C:8]3[C:14]4[CH:15]=[N:16][NH:17][C:13]=4[CH:12]=[C:11]([C:18]([F:21])([F:20])[F:19])[C:9]=3[N:10]=2)[CH3:22])=[CH:40][C:29]=1[C:30]([NH:32][CH2:33][CH2:34][C:35]([O:37][CH2:38][CH3:39])=[O:36])=[O:31], predict the reactants needed to synthesize it. The reactants are: Br[C:2]([CH3:23])([CH3:22])[C:3]([NH:5][C:6]1[S:7][C:8]2[C:14]3[CH:15]=[N:16][NH:17][C:13]=3[CH:12]=[C:11]([C:18]([F:21])([F:20])[F:19])[C:9]=2[N:10]=1)=[O:4].[NH2:24][C:25]1[CH:26]=[CH:27][C:28]([Cl:41])=[C:29]([CH:40]=1)[C:30]([NH:32][CH2:33][CH2:34][C:35]([O:37][CH2:38][CH3:39])=[O:36])=[O:31].O. (6) Given the product [Cl:12][C:6]1[N:7]=[CH:8][C:9]([F:11])=[CH:10][C:5]=1[C:4]([OH:13])=[O:3], predict the reactants needed to synthesize it. The reactants are: C([O:3][C:4](=[O:13])[C:5]1[CH:10]=[C:9]([F:11])[CH:8]=[N:7][C:6]=1[Cl:12])C.[OH-].[Li+].Cl. (7) Given the product [CH2:36]([O:35][CH2:34][CH:33]([NH:32][C:46](=[O:48])[CH2:83][CH2:82][CH2:81][CH2:77][NH:70][C:71]1[CH:76]=[CH:75][CH:74]=[CH:73][N:72]=1)[C:1]([NH:18][CH:19]([C:24]1[CH:29]=[C:28]([Cl:30])[CH:27]=[C:26]([Br:31])[CH:25]=1)[CH2:20][C:21]([OH:23])=[O:22])=[O:3])[C:37]1[CH:38]=[CH:39][CH:40]=[CH:41][CH:42]=1, predict the reactants needed to synthesize it. The reactants are: [C:1]([NH:18][CH:19]([C:24]1[CH:29]=[C:28]([Cl:30])[CH:27]=[C:26]([Br:31])[CH:25]=1)[CH2:20][C:21]([OH:23])=[O:22])([O:3]CC1C2C(=CC=CC=2)C2C1=CC=CC=2)=O.[NH:32]([C:46]([O:48]CC1C2C(=CC=CC=2)C2C1=CC=CC=2)=O)[C@H:33](C(O)=O)[CH2:34][O:35][CH2:36][C:37]1[CH:42]=[CH:41][CH:40]=[CH:39][CH:38]=1.C(OC([N:70]([CH:77]([CH2:81][CH2:82][CH3:83])C(O)=O)[C:71]1[CH:76]=[CH:75][CH:74]=[CH:73][N:72]=1)=O)(C)(C)C. (8) Given the product [Br:20][C:6]1[CH:5]=[N:4][C:3]([O:2][CH3:1])=[C:8]2[O:9][C:10]([CH3:12])=[CH:11][C:7]=12, predict the reactants needed to synthesize it. The reactants are: [CH3:1][O:2][C:3]1[N:4]=[CH:5][CH:6]=[C:7]2[CH:11]=[C:10]([CH3:12])[O:9][C:8]=12.C1C(=O)N([Br:20])C(=O)C1.